From a dataset of Catalyst prediction with 721,799 reactions and 888 catalyst types from USPTO. Predict which catalyst facilitates the given reaction. (1) Reactant: [Si]([O:8][CH2:9][CH2:10][N:11]1[CH2:17][CH2:16][C:15]2[S:18][C:19]([NH:21][C:22]3[N:27]=[CH:26][C:25]([F:28])=[CH:24][N:23]=3)=[N:20][C:14]=2[C:13]2=[CH:29][N:30]([CH2:32][C:33]3[CH:38]=[CH:37][C:36]([O:39][CH3:40])=[CH:35][CH:34]=3)[N:31]=[C:12]12)(C(C)(C)C)(C)C.Cl. Product: [F:28][C:25]1[CH:24]=[N:23][C:22]([NH:21][C:19]2[S:18][C:15]3[CH2:16][CH2:17][N:11]([CH2:10][CH2:9][OH:8])[C:12]4=[N:31][N:30]([CH2:32][C:33]5[CH:38]=[CH:37][C:36]([O:39][CH3:40])=[CH:35][CH:34]=5)[CH:29]=[C:13]4[C:14]=3[N:20]=2)=[N:27][CH:26]=1. The catalyst class is: 5. (2) Reactant: C(O[C:6](=[O:28])[NH:7][C@@H:8]([CH2:21][C:22]1[CH:27]=[CH:26][CH:25]=[CH:24][CH:23]=1)[CH:9]([C:11](=[O:20])[NH:12][CH2:13][C:14]1[CH:19]=[CH:18][CH:17]=[CH:16][CH:15]=1)[OH:10])(C)(C)C.FC(F)(F)C(O)=O.C(N(CC)C(C)C)(C)C.[CH3:45][O:46][C:47]1[CH:52]=[CH:51][C:50]([CH2:53][C@H:54]([NH:58][C:59](=[O:75])[C@@H:60]([NH:62][C:63]([C:65]2[CH2:66][C:67]3[C:72]([C:73]=2[CH3:74])=[CH:71][CH:70]=[CH:69][CH:68]=3)=[O:64])[CH3:61])C(O)=O)=[CH:49][CH:48]=1.CN(C(ON1N=NC2C=CC=NC1=2)=[N+](C)C)C.F[P-](F)(F)(F)(F)F. Product: [CH2:21]([C@H:8]([NH:7][C:6]([C@@H:54]([NH:58][C:59]([C@@H:60]([NH:62][C:63]([C:65]1[CH2:66][C:67]2[C:72]([C:73]=1[CH3:74])=[CH:71][CH:70]=[CH:69][CH:68]=2)=[O:64])[CH3:61])=[O:75])[CH2:53][C:50]1[CH:49]=[CH:48][C:47]([O:46][CH3:45])=[CH:52][CH:51]=1)=[O:28])[CH:9]([C:11](=[O:20])[NH:12][CH2:13][C:14]1[CH:15]=[CH:16][CH:17]=[CH:18][CH:19]=1)[OH:10])[C:22]1[CH:23]=[CH:24][CH:25]=[CH:26][CH:27]=1. The catalyst class is: 46. (3) Reactant: [CH:1]1([C:6]2[CH2:10][CH2:9][C:8](=[N:11][OH:12])[C:7]=2[C:13]2[CH:18]=[CH:17][CH:16]=[C:15]([O:19]C)[CH:14]=2)[CH2:5][CH2:4][CH2:3][CH2:2]1.B(Br)(Br)Br.C(=O)([O-])[O-].[Na+].[Na+]. Product: [CH:1]1([C:6]2[CH2:10][CH2:9][C:8](=[N:11][OH:12])[C:7]=2[C:13]2[CH:18]=[CH:17][CH:16]=[C:15]([OH:19])[CH:14]=2)[CH2:2][CH2:3][CH2:4][CH2:5]1. The catalyst class is: 665. (4) Reactant: C1C(=O)N([Br:8])C(=O)C1.C(Cl)Cl.[CH3:12][Si:13]([CH3:29])([CH3:28])[CH2:14][CH2:15][O:16][CH2:17][N:18]1[CH:22]=[CH:21][N:20]=[C:19]1[C:23]([O:25][CH2:26][CH3:27])=[O:24]. Product: [Br:8][C:22]1[N:18]([CH2:17][O:16][CH2:15][CH2:14][Si:13]([CH3:28])([CH3:29])[CH3:12])[C:19]([C:23]([O:25][CH2:26][CH3:27])=[O:24])=[N:20][CH:21]=1. The catalyst class is: 3. (5) Reactant: [Cl:1][CH2:2][CH2:3][CH2:4][N:5]=[C:6]=[O:7].CCN(CC)CC.[NH:15]1[CH:24]2[CH:19]([CH2:20][CH2:21][CH2:22][CH2:23]2)[CH2:18][CH2:17][CH2:16]1.CCOC(C)=O. Product: [Cl:1][CH2:2][CH2:3][CH2:4][NH:5][C:6]([N:15]1[CH:24]2[CH:19]([CH2:20][CH2:21][CH2:22][CH2:23]2)[CH2:18][CH2:17][CH2:16]1)=[O:7]. The catalyst class is: 1. (6) Reactant: [Li+].[Cl-].CN1C(=O)CCC1.[NH2:10][C:11]1[N:12]=[C:13]([C:27]2[CH:32]=[CH:31][C:30]([F:33])=[CH:29][CH:28]=2)[C:14]2[C:23](=[O:24])[C:22]3[C:17](=[C:18]([O:25]C)[CH:19]=[CH:20][CH:21]=3)[C:15]=2[N:16]=1.O. Product: [NH2:10][C:11]1[N:12]=[C:13]([C:27]2[CH:32]=[CH:31][C:30]([F:33])=[CH:29][CH:28]=2)[C:14]2[C:23](=[O:24])[C:22]3[C:17](=[C:18]([OH:25])[CH:19]=[CH:20][CH:21]=3)[C:15]=2[N:16]=1. The catalyst class is: 49. (7) Reactant: Br[C:2]1[CH:3]=[CH:4][CH:5]=[C:6]2[C:11]=1[N:10]=[CH:9][CH:8]=[CH:7]2.C([Li])CCC.[CH3:17][C:18]1[C:19](=O)[CH2:20][CH2:21][C:22]=1[O:23][Si](C)(C)C.Cl.N. Product: [CH3:17][C:18]1[C:22](=[O:23])[CH2:21][CH2:20][C:19]=1[C:2]1[CH:3]=[CH:4][CH:5]=[C:6]2[C:11]=1[N:10]=[CH:9][CH:8]=[CH:7]2. The catalyst class is: 7.